From a dataset of Blood-brain barrier penetration binary classification data from Martins et al.. Regression/Classification. Given a drug SMILES string, predict its absorption, distribution, metabolism, or excretion properties. Task type varies by dataset: regression for continuous measurements (e.g., permeability, clearance, half-life) or binary classification for categorical outcomes (e.g., BBB penetration, CYP inhibition). Dataset: bbb_martins. (1) The molecule is CC(C)(O)CC(C)(O)c1ccc(Cl)cc1. The result is 1 (penetrates BBB). (2) The molecule is CC(C)(O)C(C)(O)c1ccc(Cl)cc1. The result is 1 (penetrates BBB). (3) The compound is CC(=O)SCC(Cc1ccccc1)C(=O)NCC(=O)OCc1ccccc1. The result is 1 (penetrates BBB). (4) The compound is O=C1Nc2ccc(Cl)cc2C(c2ccccc2Cl)=NC1O. The result is 1 (penetrates BBB). (5) The molecule is CC(NNC(=O)c1ccccc1)c1ccccc1. The result is 1 (penetrates BBB). (6) The molecule is CN(C)CCOC(=O)CCC1CCCCC1. The result is 1 (penetrates BBB). (7) The molecule is CC(C)N1CCN(c2ccc(OC[C@H]3CO[C@](Cn4cncn4)(c4ccc(Cl)cc4Cl)O3)cc2)CC1. The result is 0 (does not penetrate BBB). (8) The molecule is CN(C)C(=O)OC1N=C(c2ccccc2)c2cc(Cl)ccc2N(C)C1=O. The result is 1 (penetrates BBB). (9) The compound is CN1CC=C(c2ccccc2)CC1. The result is 1 (penetrates BBB). (10) The molecule is NCCc1nccs1. The result is 1 (penetrates BBB).